Task: Regression. Given a peptide amino acid sequence and an MHC pseudo amino acid sequence, predict their binding affinity value. This is MHC class II binding data.. Dataset: Peptide-MHC class II binding affinity with 134,281 pairs from IEDB (1) The peptide sequence is AFKVAATAANAAPAK. The MHC is DRB1_0701 with pseudo-sequence DRB1_0701. The binding affinity (normalized) is 0.684. (2) The peptide sequence is NQFCIKVLNPYMPTVIE. The MHC is DRB1_1302 with pseudo-sequence DRB1_1302. The binding affinity (normalized) is 0.167. (3) The MHC is DRB1_0101 with pseudo-sequence DRB1_0101. The binding affinity (normalized) is 0.743. The peptide sequence is EVPSFRWTQSLRRGL. (4) The peptide sequence is AFILDGDTLFPKV. The MHC is DRB3_0101 with pseudo-sequence DRB3_0101. The binding affinity (normalized) is 0.820.